From a dataset of Forward reaction prediction with 1.9M reactions from USPTO patents (1976-2016). Predict the product of the given reaction. (1) Given the reactants FC(F)(F)S(O[C:7]1[CH:8]=[CH:9][C:10]2[N:11]([N:13]=[CH:14][C:15]=2[C:16]2[CH:21]=[CH:20][N:19]=[C:18]([NH:22][CH:23]3[CH2:25][CH2:24]3)[N:17]=2)[N:12]=1)(=O)=O.[Li+].[Cl-].[CH:30]1C=CC([As](C2C=CC=CC=2)C2C=CC=CC=2)=C[CH:35]=1.C([Sn](CCCC)(CCCC)CCCC)=C, predict the reaction product. The product is: [CH:23]1([NH:22][C:18]2[N:17]=[C:16]([C:15]3[CH:14]=[N:13][N:11]4[C:10]=3[CH:9]=[CH:8][C:7]([CH:30]=[CH2:35])=[N:12]4)[CH:21]=[CH:20][N:19]=2)[CH2:25][CH2:24]1. (2) Given the reactants [O:1]=[C:2]1[NH:6][CH:5]([C:7]([O:9][C:10]([CH3:13])([CH3:12])[CH3:11])=[O:8])[CH2:4][CH2:3]1.[CH3:14][C:15]([O:18][C:19](O[C:19]([O:18][C:15]([CH3:17])([CH3:16])[CH3:14])=[O:20])=[O:20])([CH3:17])[CH3:16], predict the reaction product. The product is: [O:1]=[C:2]1[N:6]([C:19]([O:18][C:15]([CH3:17])([CH3:16])[CH3:14])=[O:20])[CH:5]([C:7]([O:9][C:10]([CH3:13])([CH3:12])[CH3:11])=[O:8])[CH2:4][CH2:3]1. (3) Given the reactants Br[C:2]1[CH:13]=[CH:12][C:5]([CH2:6][NH:7][S:8]([CH3:11])(=[O:10])=[O:9])=[CH:4][C:3]=1[Cl:14].[B:15]1([B:15]2[O:19][C:18]([CH3:21])([CH3:20])[C:17]([CH3:23])([CH3:22])[O:16]2)[O:19][C:18]([CH3:21])([CH3:20])[C:17]([CH3:23])([CH3:22])[O:16]1.C([O-])(=O)C.[K+], predict the reaction product. The product is: [Cl:14][C:3]1[CH:4]=[C:5]([CH:12]=[CH:13][C:2]=1[B:15]1[O:19][C:18]([CH3:21])([CH3:20])[C:17]([CH3:23])([CH3:22])[O:16]1)[CH2:6][NH:7][S:8]([CH3:11])(=[O:10])=[O:9]. (4) Given the reactants [CH3:1][O:2][CH2:3][CH2:4][O:5][C:6]1[CH:7]=[C:8]2[C:12](=[C:13]([N:15]([CH3:25])[S:16]([C:19]3[CH:24]=[CH:23][CH:22]=[CH:21][N:20]=3)(=[O:18])=[O:17])[CH:14]=1)[NH:11][C:10]([C:26](O)=[O:27])=[CH:9]2.[CH2:29]([S:36][CH:37]([CH:40]([O:43][CH3:44])[O:41][CH3:42])[CH2:38][NH2:39])[C:30]1[CH:35]=[CH:34][CH:33]=[CH:32][CH:31]=1.C(N(C(C)C)CC)(C)C.F[P-](F)(F)(F)(F)F.N1(OC(N(C)C)=[N+](C)C)C2N=CC=CC=2N=N1, predict the reaction product. The product is: [CH2:29]([S:36][CH:37]([CH:40]([O:41][CH3:42])[O:43][CH3:44])[CH2:38][NH:39][C:26]([C:10]1[NH:11][C:12]2[C:8]([CH:9]=1)=[CH:7][C:6]([O:5][CH2:4][CH2:3][O:2][CH3:1])=[CH:14][C:13]=2[N:15]([CH3:25])[S:16]([C:19]1[CH:24]=[CH:23][CH:22]=[CH:21][N:20]=1)(=[O:18])=[O:17])=[O:27])[C:30]1[CH:35]=[CH:34][CH:33]=[CH:32][CH:31]=1. (5) Given the reactants [NH2:1][C:2]([CH3:7])([CH3:6])[CH2:3][CH2:4][OH:5].[F:8][C:9]([F:21])([F:20])[S:10][C:11]1[CH:16]=[CH:15][C:14]([N:17]=[C:18]=[O:19])=[CH:13][CH:12]=1, predict the reaction product. The product is: [OH:5][CH2:4][CH2:3][C:2]([NH:1][C:18]([NH:17][C:14]1[CH:15]=[CH:16][C:11]([S:10][C:9]([F:20])([F:8])[F:21])=[CH:12][CH:13]=1)=[O:19])([CH3:7])[CH3:6].